Dataset: Peptide-MHC class I binding affinity with 185,985 pairs from IEDB/IMGT. Task: Regression. Given a peptide amino acid sequence and an MHC pseudo amino acid sequence, predict their binding affinity value. This is MHC class I binding data. (1) The binding affinity (normalized) is 0.0847. The peptide sequence is ESENISEPY. The MHC is HLA-A02:16 with pseudo-sequence HLA-A02:16. (2) The MHC is HLA-B57:03 with pseudo-sequence HLA-B57:03. The binding affinity (normalized) is 0.808. The peptide sequence is KAAFDLSFF. (3) The peptide sequence is ETMFIRNCARK. The MHC is H-2-Db with pseudo-sequence H-2-Db. The binding affinity (normalized) is 0.